From a dataset of Full USPTO retrosynthesis dataset with 1.9M reactions from patents (1976-2016). Predict the reactants needed to synthesize the given product. Given the product [Si:14]([O:13][CH2:12][C:11]1[CH:7]2[O:8][C:9](=[O:10])[CH:4]([CH:5]3[CH:6]2[O:22][C:23]([CH3:26])([CH3:25])[O:24]3)[N:1]=1)([C:17]([CH3:20])([CH3:19])[CH3:18])([CH3:16])[CH3:15], predict the reactants needed to synthesize it. The reactants are: [N:1]([C@@H:4]1[C:9](=[O:10])[O:8][C@H:7]([C:11](=O)[CH2:12][O:13][Si:14]([C:17]([CH3:20])([CH3:19])[CH3:18])([CH3:16])[CH3:15])[C@@H:6]2[O:22][C:23]([CH3:26])([CH3:25])[O:24][C@H:5]12)=[N+]=[N-].P(OCC)(OCC)OCC.